This data is from Full USPTO retrosynthesis dataset with 1.9M reactions from patents (1976-2016). The task is: Predict the reactants needed to synthesize the given product. (1) Given the product [F:14][C:15]1[CH:22]=[C:21]([OH:23])[CH:20]=[CH:19][C:16]=1[CH2:17][NH:9][C:6]1[CH:7]=[CH:8][C:3]([O:2][CH3:1])=[CH:4][CH:5]=1, predict the reactants needed to synthesize it. The reactants are: [CH3:1][O:2][C:3]1[CH:8]=[CH:7][C:6]([NH2:9])=[CH:5][CH:4]=1.CC(O)=O.[F:14][C:15]1[CH:22]=[C:21]([OH:23])[CH:20]=[CH:19][C:16]=1[CH:17]=O.[BH-](OC(C)=O)(OC(C)=O)OC(C)=O.[Na+]. (2) Given the product [N:1]1[C:10]2[C:5](=[CH:6][CH:7]=[CH:8][CH:9]=2)[CH:4]=[CH:3][C:2]=1[CH2:11][O:12][C:13]1[CH:14]=[C:15]([CH:26]=[CH:27][CH:28]=1)[CH2:16][O:17][C:18]1[CH:19]=[C:20]([C:21]2[NH:38][N:37]=[N:36][N:22]=2)[CH:23]=[CH:24][CH:25]=1, predict the reactants needed to synthesize it. The reactants are: [N:1]1[C:10]2[C:5](=[CH:6][CH:7]=[CH:8][CH:9]=2)[CH:4]=[CH:3][C:2]=1[CH2:11][O:12][C:13]1[CH:14]=[C:15]([CH:26]=[CH:27][CH:28]=1)[CH2:16][O:17][C:18]1[CH:19]=[C:20]([CH:23]=[CH:24][CH:25]=1)[C:21]#[N:22].Cl.N1C=CC=CC=1.[N-:36]=[N+:37]=[N-:38].[Na+].O. (3) Given the product [CH2:50]([N:49]([CH:43]1[CH2:44][CH2:45][CH2:46][CH2:47][CH2:48]1)[C:33](=[O:35])[C:32]1[CH:38]=[CH:39][CH:40]=[C:30]([N:27]2[CH2:28][CH2:29][N:24]([CH2:23][CH2:22][CH2:21][CH2:20][C:7]3([C:5](=[O:6])[NH:4][CH2:3][C:2]([F:42])([F:1])[F:41])[C:19]4[CH:18]=[CH:17][CH:16]=[CH:15][C:14]=4[C:13]4[C:8]3=[CH:9][CH:10]=[CH:11][CH:12]=4)[CH2:25][CH2:26]2)[CH:31]=1)[C:51]1[CH:56]=[CH:55][CH:54]=[CH:53][CH:52]=1, predict the reactants needed to synthesize it. The reactants are: [F:1][C:2]([F:42])([F:41])[CH2:3][NH:4][C:5]([C:7]1([CH2:20][CH2:21][CH2:22][CH2:23][N:24]2[CH2:29][CH2:28][N:27]([C:30]3[CH:31]=[C:32]([CH:38]=[CH:39][CH:40]=3)[C:33]([O:35]CC)=O)[CH2:26][CH2:25]2)[C:19]2[CH:18]=[CH:17][CH:16]=[CH:15][C:14]=2[C:13]2[C:8]1=[CH:9][CH:10]=[CH:11][CH:12]=2)=[O:6].[CH:43]1([NH:49][CH2:50][C:51]2[CH:56]=[CH:55][CH:54]=[CH:53][CH:52]=2)[CH2:48][CH2:47][CH2:46][CH2:45][CH2:44]1.